This data is from Peptide-MHC class I binding affinity with 185,985 pairs from IEDB/IMGT. The task is: Regression. Given a peptide amino acid sequence and an MHC pseudo amino acid sequence, predict their binding affinity value. This is MHC class I binding data. (1) The peptide sequence is SPASFFSSW. The MHC is Mamu-B17 with pseudo-sequence Mamu-B17. The binding affinity (normalized) is 0.0226. (2) The peptide sequence is KIFEDQLLPF. The MHC is H-2-Kb with pseudo-sequence H-2-Kb. The binding affinity (normalized) is 0.208.